This data is from Catalyst prediction with 721,799 reactions and 888 catalyst types from USPTO. The task is: Predict which catalyst facilitates the given reaction. Reactant: CS([Cl:5])(=O)=O.O[CH2:7][CH2:8][N:9]([CH3:41])[CH:10]([CH:21]1[CH2:26][CH2:25][N:24]([CH2:27][CH2:28][O:29][C:30]2[CH:39]=[CH:38][CH:37]=[C:36]3[C:31]=2[CH:32]=[CH:33][C:34]([CH3:40])=[N:35]3)[CH2:23][CH2:22]1)[C:11]1[CH:12]=[C:13]([NH:17][C:18](=[O:20])[CH3:19])[CH:14]=[CH:15][CH:16]=1. Product: [Cl:5][CH2:7][CH2:8][N:9]([CH3:41])[CH:10]([CH:21]1[CH2:26][CH2:25][N:24]([CH2:27][CH2:28][O:29][C:30]2[CH:39]=[CH:38][CH:37]=[C:36]3[C:31]=2[CH:32]=[CH:33][C:34]([CH3:40])=[N:35]3)[CH2:23][CH2:22]1)[C:11]1[CH:12]=[C:13]([NH:17][C:18](=[O:20])[CH3:19])[CH:14]=[CH:15][CH:16]=1. The catalyst class is: 17.